From a dataset of Reaction yield outcomes from USPTO patents with 853,638 reactions. Predict the reaction yield, written as a fraction of the theoretical maximum amount of product (1.0 means a 100% yield; for example, 0.34 means a 34% yield). (1) The reactants are [Cl:1][CH2:2][CH2:3][CH2:4][CH2:5][OH:6].CS([C:11]1[N:16]=[C:15]([CH3:17])[C:14]([C:18]([O:20][CH2:21][CH2:22][C:23]([CH3:27])=[C:24]([F:26])[F:25])=[O:19])=[CH:13][N:12]=1)(=O)=O.C(N(CC)CC)C. The catalyst is O. The product is [Cl:1][CH2:2][CH2:3][CH2:4][CH2:5][O:6][C:11]1[N:16]=[C:15]([CH3:17])[C:14]([C:18]([O:20][CH2:21][CH2:22][C:23]([CH3:27])=[C:24]([F:26])[F:25])=[O:19])=[CH:13][N:12]=1. The yield is 0.270. (2) The reactants are [Cl:1][C:2]1[CH:3]=[CH:4][C:5]([OH:12])=[C:6]([CH:11]=1)[C:7]([O:9][CH3:10])=[O:8].CC1C=CC(S(O[CH2:24][CH2:25][Cl:26])(=O)=O)=CC=1.C([O-])([O-])=O.[Cs+].[Cs+].O. The catalyst is CN(C=O)C. The product is [Cl:1][C:2]1[CH:3]=[CH:4][C:5]([O:12][CH2:24][CH2:25][Cl:26])=[C:6]([CH:11]=1)[C:7]([O:9][CH3:10])=[O:8]. The yield is 0.880. (3) The product is [C:8]([C:7]1[C:2]([C:34]2[C:35]([O:38][CH3:39])=[N:36][CH:37]=[C:32]([F:31])[CH:33]=2)=[CH:3][C:4]([O:29][CH3:30])=[C:5]([C:10]2[C:19]3[C:14](=[CH:15][C:16]([S:20]([NH:23][C:24]4[S:25][CH:26]=[N:27][N:28]=4)(=[O:22])=[O:21])=[CH:17][CH:18]=3)[N:13]=[CH:12][N:11]=2)[CH:6]=1)#[N:9]. The reactants are Cl[C:2]1[C:7]([C:8]#[N:9])=[CH:6][C:5]([C:10]2[C:19]3[C:14](=[CH:15][C:16]([S:20]([NH:23][C:24]4[S:25][CH:26]=[N:27][N:28]=4)(=[O:22])=[O:21])=[CH:17][CH:18]=3)[N:13]=[CH:12][N:11]=2)=[C:4]([O:29][CH3:30])[CH:3]=1.[F:31][C:32]1[CH:33]=[C:34](B(O)O)[C:35]([O:38][CH3:39])=[N:36][CH:37]=1.P([O-])([O-])([O-])=O.[K+].[K+].[K+]. The yield is 0.529. The catalyst is C1(P(C2CCCCC2)C2C=CC=CC=2C2C(OC)=CC=CC=2OC)CCCCC1. (4) The yield is 0.700. The product is [Br:16][C:11]1[NH:10][CH:9]=[C:8]([C:12]([O:14][CH3:15])=[O:13])[C:7]=1[C:1]1[CH:2]=[CH:3][CH:4]=[CH:5][CH:6]=1. No catalyst specified. The reactants are [C:1]1([C:7]2[C:8]([C:12]([O:14][CH3:15])=[O:13])=[CH:9][NH:10][CH:11]=2)[CH:6]=[CH:5][CH:4]=[CH:3][CH:2]=1.[Br:16]N1C(=O)CCC1=O.